Dataset: NCI-60 drug combinations with 297,098 pairs across 59 cell lines. Task: Regression. Given two drug SMILES strings and cell line genomic features, predict the synergy score measuring deviation from expected non-interaction effect. (1) Drug 1: C1CC(C1)(C(=O)O)C(=O)O.[NH2-].[NH2-].[Pt+2]. Drug 2: C#CCC(CC1=CN=C2C(=N1)C(=NC(=N2)N)N)C3=CC=C(C=C3)C(=O)NC(CCC(=O)O)C(=O)O. Cell line: HOP-62. Synergy scores: CSS=16.4, Synergy_ZIP=3.64, Synergy_Bliss=0.912, Synergy_Loewe=-11.6, Synergy_HSA=-3.62. (2) Drug 1: CC1=C(C(CCC1)(C)C)C=CC(=CC=CC(=CC(=O)O)C)C. Drug 2: C(CCl)NC(=O)N(CCCl)N=O. Cell line: M14. Synergy scores: CSS=11.9, Synergy_ZIP=-0.941, Synergy_Bliss=1.16, Synergy_Loewe=3.48, Synergy_HSA=3.25. (3) Drug 1: C1C(C(OC1N2C=C(C(=O)NC2=O)F)CO)O. Drug 2: CC(C)NC(=O)C1=CC=C(C=C1)CNNC.Cl. Cell line: SK-MEL-28. Synergy scores: CSS=28.9, Synergy_ZIP=-6.47, Synergy_Bliss=-2.64, Synergy_Loewe=-71.9, Synergy_HSA=-1.49. (4) Drug 1: C1CCN(CC1)CCOC2=CC=C(C=C2)C(=O)C3=C(SC4=C3C=CC(=C4)O)C5=CC=C(C=C5)O. Drug 2: CN1CCC(CC1)COC2=C(C=C3C(=C2)N=CN=C3NC4=C(C=C(C=C4)Br)F)OC. Cell line: K-562. Synergy scores: CSS=25.5, Synergy_ZIP=-1.00, Synergy_Bliss=-6.07, Synergy_Loewe=-6.08, Synergy_HSA=-5.31. (5) Drug 1: CC1=C(C=C(C=C1)NC2=NC=CC(=N2)N(C)C3=CC4=NN(C(=C4C=C3)C)C)S(=O)(=O)N.Cl. Drug 2: C1=CN(C(=O)N=C1N)C2C(C(C(O2)CO)O)O.Cl. Cell line: RXF 393. Synergy scores: CSS=19.2, Synergy_ZIP=1.64, Synergy_Bliss=5.98, Synergy_Loewe=-2.21, Synergy_HSA=9.18. (6) Drug 1: CN(CC1=CN=C2C(=N1)C(=NC(=N2)N)N)C3=CC=C(C=C3)C(=O)NC(CCC(=O)O)C(=O)O. Drug 2: CCC1(CC2CC(C3=C(CCN(C2)C1)C4=CC=CC=C4N3)(C5=C(C=C6C(=C5)C78CCN9C7C(C=CC9)(C(C(C8N6C=O)(C(=O)OC)O)OC(=O)C)CC)OC)C(=O)OC)O.OS(=O)(=O)O. Cell line: NCI-H522. Synergy scores: CSS=46.7, Synergy_ZIP=2.67, Synergy_Bliss=2.23, Synergy_Loewe=-4.02, Synergy_HSA=-2.38.